From a dataset of Reaction yield outcomes from USPTO patents with 853,638 reactions. Predict the reaction yield, written as a fraction of the theoretical maximum amount of product (1.0 means a 100% yield; for example, 0.34 means a 34% yield). (1) The reactants are [NH2:1][C:2]1[C:10]([Br:11])=[C:9]([CH3:12])[CH:8]=[CH:7][C:3]=1[C:4](O)=[O:5].[NH2:13][C:14](N)=[O:15]. No catalyst specified. The product is [Br:11][C:10]1[C:9]([CH3:12])=[CH:8][CH:7]=[C:3]2[C:2]=1[N:1]=[C:14]([OH:15])[N:13]=[C:4]2[OH:5]. The yield is 0.640. (2) The reactants are C(O)(=O)CCCCCC(C)(C)C.[CH2:13]([CH:15]([CH2:19][CH2:20][CH2:21][CH3:22])[C:16]([OH:18])=[O:17])[CH3:14].C[O-].[Na+].[Cl-].[Zn+2:27].[Cl-].C([O-])(=O)CCCCCC(C)(C)C.[Zn+2].C([O-])(=O)CCCCCC(C)(C)C.C1C=C2[C:57]([CH:58]=[C:59]([C:64]([O-:66])=[O:65])[CH:60]=[CH:61]2)=[CH:56][CH:55]=1.C1C=C2[C:57]([CH:58]=[C:59]([C:64]([O-:66])=[O:65])[CH:60]=[CH:61]2)=[CH:56][CH:55]=1.[Zn+2]. The catalyst is C1(C)C=CC=CC=1.CO. The product is [CH2:13]([CH:15]([CH2:19][CH2:20][CH2:21][CH3:22])[C:16]([O-:18])=[O:17])[CH3:14].[Zn+2:27].[CH2:60]([CH:59]([CH2:58][CH2:57][CH2:56][CH3:55])[C:64]([O-:66])=[O:65])[CH3:61]. The yield is 1.00. (3) The yield is 0.520. The product is [C:1]([C@H:5]1[CH2:10][CH2:9][C@H:8]([O:11][C:12]2[C:13]([CH3:31])=[C:14]3[C:19](=[CH:20][CH:21]=2)[CH:18]=[C:17]([CH2:22][N:23]2[CH2:24][CH:25]([C:27]([OH:29])=[O:28])[CH2:26]2)[CH:16]=[CH:15]3)[CH2:7][CH2:6]1)([CH3:4])([CH3:3])[CH3:2]. The reactants are [C:1]([C@H:5]1[CH2:10][CH2:9][C@H:8]([O:11][C:12]2[C:13]([CH3:31])=[C:14]3[C:19](=[CH:20][CH:21]=2)[CH:18]=[C:17]([CH2:22][N:23]2[CH2:26][CH:25]([C:27]([O:29]C)=[O:28])[CH2:24]2)[CH:16]=[CH:15]3)[CH2:7][CH2:6]1)([CH3:4])([CH3:3])[CH3:2].[OH-].[Na+].Cl. The catalyst is CCO. (4) The reactants are C(N(CC)C(C)C)(C)C.[Cl:10][C:11]1[N:12]=[CH:13][C:14]([C:17]([OH:19])=O)=[N:15][CH:16]=1.[F:20][C:21]([F:26])([F:25])[C@@H:22]([NH2:24])[CH3:23].C([O-])(O)=O.[Na+]. The catalyst is C(Cl)Cl. The product is [Cl:10][C:11]1[N:12]=[CH:13][C:14]([C:17]([NH:24][C@@H:22]([CH3:23])[C:21]([F:26])([F:25])[F:20])=[O:19])=[N:15][CH:16]=1. The yield is 0.730. (5) The reactants are [N:1]([CH2:4][CH2:5][O:6][CH:7]([C:21]1[CH:26]=[CH:25][CH:24]=[C:23]([F:27])[C:22]=1[C:28]1[CH:33]=[CH:32][CH:31]=[C:30]([CH3:34])[CH:29]=1)[C@@H:8]1[CH2:13][CH2:12][CH2:11][N:10]([C:14]([O:16][C:17]([CH3:20])([CH3:19])[CH3:18])=[O:15])[CH2:9]1)=[N+]=[N-]. The catalyst is CO.[Pd]. The product is [NH2:1][CH2:4][CH2:5][O:6][C@@H:7]([C:21]1[CH:26]=[CH:25][CH:24]=[C:23]([F:27])[C:22]=1[C:28]1[CH:33]=[CH:32][CH:31]=[C:30]([CH3:34])[CH:29]=1)[C@@H:8]1[CH2:13][CH2:12][CH2:11][N:10]([C:14]([O:16][C:17]([CH3:20])([CH3:19])[CH3:18])=[O:15])[CH2:9]1. The yield is 0.260. (6) The reactants are Br[C:2]1[CH:3]=[C:4]2[C:8](=[CH:9][CH:10]=1)[N:7]([CH:11]([CH3:13])[CH3:12])[N:6]=[C:5]2[CH:14]1[CH2:17][CH2:16][CH2:15]1.C(OC([N:25]1[CH2:30][CH2:29][NH:28][CH2:27][C@@H:26]1[CH2:31][C:32]1[CH:37]=[CH:36][CH:35]=[CH:34][CH:33]=1)=O)(C)(C)C. No catalyst specified. The product is [CH2:31]([C@@H:26]1[NH:25][CH2:30][CH2:29][N:28]([C:2]2[CH:3]=[C:4]3[C:8](=[CH:9][CH:10]=2)[N:7]([CH:11]([CH3:13])[CH3:12])[N:6]=[C:5]3[CH:14]2[CH2:17][CH2:16][CH2:15]2)[CH2:27]1)[C:32]1[CH:33]=[CH:34][CH:35]=[CH:36][CH:37]=1. The yield is 0.550. (7) The reactants are [CH3:1]C(C)([O-])C.[K+].[F:7][C:8]1[CH:13]=[C:12]([CH:14]=O)[CH:11]=[C:10]([F:16])[C:9]=1[C:17]1[N:22]=[C:21]([C:23]([O:25][CH3:26])=[O:24])[CH:20]=[CH:19][C:18]=1[F:27]. The catalyst is [Br-].C[P+](C1C=CC=CC=1)(C1C=CC=CC=1)C1C=CC=CC=1.C1COCC1. The product is [F:7][C:8]1[CH:13]=[C:12]([CH:14]=[CH2:1])[CH:11]=[C:10]([F:16])[C:9]=1[C:17]1[N:22]=[C:21]([C:23]([O:25][CH3:26])=[O:24])[CH:20]=[CH:19][C:18]=1[F:27]. The yield is 0.630. (8) The reactants are [Cl:1][C:2]1[CH:28]=[CH:27][C:5]([CH2:6][N:7]2[C:12](=[N:13][C:14]3[CH:19]=[CH:18][C:17]([O:20][CH:21]([CH3:23])[CH3:22])=[C:16]([F:24])[CH:15]=3)[NH:11][C:10](=[O:25])[NH:9][C:8]2=[O:26])=[CH:4][CH:3]=1.C(=O)([O-])[O-].[Cs+].[Cs+].[Na].Br[CH2:37][CH2:38][S:39]([OH:42])(=[O:41])=[O:40].Cl. The catalyst is CN(C=O)C. The product is [Cl:1][C:2]1[CH:3]=[CH:4][C:5]([CH2:6][N:7]2[C:12](=[N:13][C:14]3[CH:19]=[CH:18][C:17]([O:20][CH:21]([CH3:23])[CH3:22])=[C:16]([F:24])[CH:15]=3)[NH:11][C:10](=[O:25])[N:9]([CH2:37][CH2:38][S:39]([OH:42])(=[O:41])=[O:40])[C:8]2=[O:26])=[CH:27][CH:28]=1. The yield is 0.170. (9) The reactants are [CH2:1]([S:3][C:4]1[N:8]([CH2:9][C:10]2[CH:15]=[CH:14][C:13]([C:16]3[CH:21]=[CH:20][CH:19]=[CH:18][C:17]=3[C:22]3[NH:26][N:25]=[N:24][N:23]=3)=[CH:12][CH:11]=2)[C:7]2[C:27]([C:31]([O:33]CC)=[O:32])=[CH:28][CH:29]=[CH:30][C:6]=2[N:5]=1)[CH3:2].[OH-].[Na+]. The catalyst is CO. The product is [CH2:1]([S:3][C:4]1[N:8]([CH2:9][C:10]2[CH:11]=[CH:12][C:13]([C:16]3[CH:21]=[CH:20][CH:19]=[CH:18][C:17]=3[C:22]3[NH:26][N:25]=[N:24][N:23]=3)=[CH:14][CH:15]=2)[C:7]2[C:27]([C:31]([OH:33])=[O:32])=[CH:28][CH:29]=[CH:30][C:6]=2[N:5]=1)[CH3:2]. The yield is 0.640.